Dataset: Full USPTO retrosynthesis dataset with 1.9M reactions from patents (1976-2016). Task: Predict the reactants needed to synthesize the given product. (1) The reactants are: [NH2:1][C:2]1[S:6][N:5]=[C:4]([C:7]2[CH:12]=[CH:11][CH:10]=[C:9]([N+:13]([O-:15])=[O:14])[CH:8]=2)[C:3]=1[C:16]#[N:17].[OH:18]S(O)(=O)=O. Given the product [NH2:1][C:2]1[S:6][N:5]=[C:4]([C:7]2[CH:12]=[CH:11][CH:10]=[C:9]([N+:13]([O-:15])=[O:14])[CH:8]=2)[C:3]=1[C:16]([NH2:17])=[O:18], predict the reactants needed to synthesize it. (2) The reactants are: [F:1][C:2]1[CH:7]=[CH:6][C:5]([S:8][C:9]2[N:10]=[C:11]([NH:18][C:19]3[N:23]([CH2:24][C:25]4[CH:30]=[CH:29][C:28]([O:31][CH3:32])=[CH:27][CH:26]=4)[N:22]=[CH:21][CH:20]=3)[C:12]3[CH:17]=[CH:16][NH:15][C:13]=3[N:14]=2)=[CH:4][CH:3]=1.[C:33](O[C:33]([O:35][C:36]([CH3:39])([CH3:38])[CH3:37])=[O:34])([O:35][C:36]([CH3:39])([CH3:38])[CH3:37])=[O:34].C(=O)([O-])[O-].[K+].[K+].[OH-].[NH4+]. Given the product [F:1][C:2]1[CH:7]=[CH:6][C:5]([S:8][C:9]2[N:10]=[C:11]([N:18]([C:19]3[N:23]([CH2:24][C:25]4[CH:30]=[CH:29][C:28]([O:31][CH3:32])=[CH:27][CH:26]=4)[N:22]=[CH:21][CH:20]=3)[C:33](=[O:34])[O:35][C:36]([CH3:39])([CH3:38])[CH3:37])[C:12]3[CH:17]=[CH:16][NH:15][C:13]=3[N:14]=2)=[CH:4][CH:3]=1, predict the reactants needed to synthesize it. (3) Given the product [N:7]1[C:2]2[CH:3]=[CH:4][CH:5]=[CH:6][C:1]=2[NH:8][C:12]=1[C:11]([F:16])([F:15])[C:10]([C:17]1[NH:7][C:2]2[CH:3]=[CH:4][CH:5]=[CH:6][C:1]=2[N:8]=1)([F:20])[F:9], predict the reactants needed to synthesize it. The reactants are: [C:1]1([NH2:8])[CH:6]=[CH:5][CH:4]=[CH:3][C:2]=1[NH2:7].[F:9][C:10]([F:20])([C:17](O)=O)[C:11]([F:16])([F:15])[C:12](O)=O.